Task: Predict which catalyst facilitates the given reaction.. Dataset: Catalyst prediction with 721,799 reactions and 888 catalyst types from USPTO Reactant: [O:1]1CCO[CH:2]1[C:6]1[CH:11]=[CH:10][C:9]([C:12](=[O:20])[CH2:13][C:14]2[CH:19]=[CH:18][CH:17]=[CH:16][CH:15]=2)=[CH:8][CH:7]=1.Cl.CCOC(C)=O. Product: [C:14]1([CH2:13][C:12]([C:9]2[CH:8]=[CH:7][C:6]([CH:2]=[O:1])=[CH:11][CH:10]=2)=[O:20])[CH:15]=[CH:16][CH:17]=[CH:18][CH:19]=1. The catalyst class is: 1.